Dataset: Reaction yield outcomes from USPTO patents with 853,638 reactions. Task: Predict the reaction yield, written as a fraction of the theoretical maximum amount of product (1.0 means a 100% yield; for example, 0.34 means a 34% yield). (1) The reactants are [NH2:1][C@@H:2]([C@H:6]([OH:9])[CH2:7][CH3:8])[C:3]([OH:5])=[O:4].C([O-])(O)=O.[Na+].[C:15](=O)([O-:36])[O:16][C:17]1C(C)=C(C2C=CC(C3C=CC=CC=3)=CC=2)C=CN=1.[C:38]1([C:44]2[CH:49]=[CH:48][C:47](C3C=CN(C([O-])=O)C(=O)C=3C)=[CH:46][CH:45]=2)[CH:43]=[CH:42][CH:41]=[CH:40][CH:39]=1. The catalyst is O.C1COCC1. The product is [OH:9][C@H:6]([CH2:7][CH3:8])[C@H:2]([N:1]([C:47]1[CH:46]=[CH:45][C:44]([C:38]2[CH:39]=[CH:40][CH:41]=[CH:42][CH:43]=2)=[CH:49][CH:48]=1)[C:15]([O:16][CH3:17])=[O:36])[C:3]([OH:5])=[O:4]. The yield is 0.930. (2) The reactants are [C:1]([N:20]1[CH:24]=[C:23]([CH:25]=[O:26])[N:22]=[CH:21]1)([C:14]1[CH:19]=[CH:18][CH:17]=[CH:16][CH:15]=1)([C:8]1[CH:13]=[CH:12][CH:11]=[CH:10][CH:9]=1)[C:2]1[CH:7]=[CH:6][CH:5]=[CH:4][CH:3]=1.[C:27]1([Mg]Br)[CH:32]=[CH:31][CH:30]=[CH:29][CH:28]=1.Cl. The catalyst is O1CCCC1. The product is [C:27]1([CH:25]([C:23]2[N:22]=[CH:21][N:20]([C:1]([C:14]3[CH:15]=[CH:16][CH:17]=[CH:18][CH:19]=3)([C:8]3[CH:9]=[CH:10][CH:11]=[CH:12][CH:13]=3)[C:2]3[CH:7]=[CH:6][CH:5]=[CH:4][CH:3]=3)[CH:24]=2)[OH:26])[CH:32]=[CH:31][CH:30]=[CH:29][CH:28]=1. The yield is 0.270. (3) The reactants are F[C:2]1[CH:3]=[CH:4][C:5]([N+:14]([O-:16])=[O:15])=[C:6]([N:8]2[CH2:13][CH2:12][CH2:11][CH2:10][CH2:9]2)[CH:7]=1.[CH3:17][NH2:18]. The catalyst is CO. The product is [CH3:17][NH:18][C:2]1[CH:3]=[CH:4][C:5]([N+:14]([O-:16])=[O:15])=[C:6]([N:8]2[CH2:13][CH2:12][CH2:11][CH2:10][CH2:9]2)[CH:7]=1. The yield is 1.00. (4) The reactants are [CH3:1][O:2][C:3]1[CH:16]=[CH:15][C:14]2[C:5](=[C:6]([NH2:17])[N:7]=[C:8]3[C:13]=2[CH:12]=[CH:11][CH:10]=[CH:9]3)[CH:4]=1.Cl[CH2:19][CH:20]=O.C(=O)(O)[O-].[Na+]. The catalyst is CC(O)C. The product is [CH3:1][O:2][C:3]1[CH:16]=[CH:15][C:14]2[C:13]3[CH:12]=[CH:11][CH:10]=[CH:9][C:8]=3[N:7]3[CH:19]=[CH:20][N:17]=[C:6]3[C:5]=2[CH:4]=1. The yield is 0.940. (5) The reactants are [CH:1]([Si:4]([CH:36]([CH3:38])[CH3:37])([CH:33]([CH3:35])[CH3:34])[O:5][CH2:6][C@H:7]1[CH2:11][CH2:10][N:9]([C:12]2[N:16]3[CH:17]=[C:18]([O:21][C@H:22]4[C:31]5[C:26](=[CH:27][CH:28]=[CH:29][CH:30]=5)[C@@H:25]([NH2:32])[CH2:24][CH2:23]4)[CH:19]=[CH:20][C:15]3=[N:14][N:13]=2)[CH2:8]1)([CH3:3])[CH3:2].ClC(Cl)(Cl)C[O:42][C:43](=O)[NH:44][C:45]1[N:46]([C:54]2[CH:59]=[CH:58][C:57]([CH3:60])=[CH:56][CH:55]=2)[N:47]=[C:48]([C:50]([CH3:53])([CH3:52])[CH3:51])[CH:49]=1.CCN(C(C)C)C(C)C. The catalyst is O1CCOCC1. The product is [C:50]([C:48]1[CH:49]=[C:45]([NH:44][C:43]([NH:32][C@@H:25]2[C:26]3[C:31](=[CH:30][CH:29]=[CH:28][CH:27]=3)[C@H:22]([O:21][C:18]3[CH:19]=[CH:20][C:15]4[N:16]([C:12]([N:9]5[CH2:8][CH2:7][CH:6]([O:5][Si:4]([CH:1]([CH3:2])[CH3:3])([CH:36]([CH3:38])[CH3:37])[CH:33]([CH3:35])[CH3:34])[C@@H:10]5[CH3:11])=[N:13][N:14]=4)[CH:17]=3)[CH2:23][CH2:24]2)=[O:42])[N:46]([C:54]2[CH:59]=[CH:58][C:57]([CH3:60])=[CH:56][CH:55]=2)[N:47]=1)([CH3:53])([CH3:51])[CH3:52]. The yield is 0.790. (6) The reactants are [F:1][C:2]1[CH:9]=[CH:8][C:7]([N:10]2[CH2:14][CH2:13][N:12]([C:15]3[CH:16]=[N:17][CH:18]=[CH:19][C:20]=3[CH3:21])[C:11]2=[O:22])=[CH:6][C:3]=1[CH:4]=O.Cl.[NH2:24][OH:25].N1C=CC=CC=1.CO. The catalyst is C(Cl)(Cl)Cl. The product is [F:1][C:2]1[CH:9]=[CH:8][C:7]([N:10]2[CH2:14][CH2:13][N:12]([C:15]3[CH:16]=[N:17][CH:18]=[CH:19][C:20]=3[CH3:21])[C:11]2=[O:22])=[CH:6][C:3]=1[CH:4]=[N:24][OH:25]. The yield is 0.708. (7) The reactants are Br[CH2:2][C:3]#[CH:4].[CH3:5][N:6]1[CH2:11][CH2:10][NH:9][CH2:8][CH2:7]1.C([O-])([O-])=O.[K+].[K+]. The catalyst is CC(C)=O. The product is [CH3:5][N:6]1[CH2:11][CH2:10][N:9]([CH2:2][C:3]#[CH:4])[CH2:8][CH2:7]1. The yield is 0.510. (8) The reactants are Br[CH2:2][C:3]([C:5]1[CH:10]=[CH:9][CH:8]=[CH:7][N:6]=1)=O.[I:11][C:12]1[CH:13]=[C:14]([CH:18]=[CH:19][CH:20]=1)[C:15]([NH2:17])=[S:16]. The catalyst is C(O)C. The product is [I:11][C:12]1[CH:13]=[C:14]([C:15]2[S:16][CH:2]=[C:3]([C:5]3[CH:10]=[CH:9][CH:8]=[CH:7][N:6]=3)[N:17]=2)[CH:18]=[CH:19][CH:20]=1. The yield is 0.550.